Dataset: NCI-60 drug combinations with 297,098 pairs across 59 cell lines. Task: Regression. Given two drug SMILES strings and cell line genomic features, predict the synergy score measuring deviation from expected non-interaction effect. (1) Drug 1: C1=NC2=C(N=C(N=C2N1C3C(C(C(O3)CO)O)O)F)N. Drug 2: C1CN1C2=NC(=NC(=N2)N3CC3)N4CC4. Cell line: SK-MEL-5. Synergy scores: CSS=42.9, Synergy_ZIP=-3.07, Synergy_Bliss=-1.34, Synergy_Loewe=-14.7, Synergy_HSA=0.743. (2) Drug 1: CNC(=O)C1=CC=CC=C1SC2=CC3=C(C=C2)C(=NN3)C=CC4=CC=CC=N4. Drug 2: C1=CC(=CC=C1C#N)C(C2=CC=C(C=C2)C#N)N3C=NC=N3. Cell line: LOX IMVI. Synergy scores: CSS=-0.576, Synergy_ZIP=0.975, Synergy_Bliss=2.11, Synergy_Loewe=-1.45, Synergy_HSA=-0.420. (3) Drug 1: CCCCCOC(=O)NC1=NC(=O)N(C=C1F)C2C(C(C(O2)C)O)O. Drug 2: CCN(CC)CCCC(C)NC1=C2C=C(C=CC2=NC3=C1C=CC(=C3)Cl)OC. Cell line: MALME-3M. Synergy scores: CSS=20.2, Synergy_ZIP=-2.08, Synergy_Bliss=1.78, Synergy_Loewe=1.58, Synergy_HSA=3.47.